From a dataset of Forward reaction prediction with 1.9M reactions from USPTO patents (1976-2016). Predict the product of the given reaction. Given the reactants [CH3:1][C:2]1([CH:5]([NH:7][CH2:8][CH2:9][C:10]([O:12][CH2:13][CH3:14])=[O:11])[CH3:6])[CH2:4][CH2:3]1.[C:15]([CH2:17][C:18](O)=[O:19])#[N:16].C(N(CC)C(C)C)(C)C.C(P1(=O)OP(=O)(CCC)OP(=O)(CCC)O1)CC, predict the reaction product. The product is: [C:15]([CH2:17][C:18]([N:7]([CH:5]([C:2]1([CH3:1])[CH2:4][CH2:3]1)[CH3:6])[CH2:8][CH2:9][C:10]([O:12][CH2:13][CH3:14])=[O:11])=[O:19])#[N:16].